Task: Regression/Classification. Given a drug SMILES string, predict its toxicity properties. Task type varies by dataset: regression for continuous values (e.g., LD50, hERG inhibition percentage) or binary classification for toxic/non-toxic outcomes (e.g., AMES mutagenicity, cardiotoxicity, hepatotoxicity). Dataset: herg_karim.. Dataset: hERG potassium channel inhibition data for cardiac toxicity prediction from Karim et al. (1) The molecule is COCCOCC#Cc1cc(C2N=NC3=C2Cc2ccc(CN4CCN(C)CC4)cc23)cs1. The result is 1 (blocker). (2) The result is 1 (blocker). The molecule is C[C@@H](N[C@@H]1CC[C@@H](C(=O)N2CCC(C(=O)N3CCCC3)(c3ccccc3)CC2)C(C)(C)C1)c1ccc(Cl)cc1. (3) The molecule is CC1C(c2ccc(OCCCN3CCCC3)cc2)Oc2ccccc2S1(=O)=O. The result is 1 (blocker). (4) The compound is COc1ccc2nccc(NC(=O)C3(O)CCC(NCc4cc5c(cn4)OCCO5)CC3)c2c1. The result is 0 (non-blocker). (5) The molecule is CCCCCCCN(CC)CC#Cc1ccc(Cl)cc1. The result is 1 (blocker). (6) The compound is COc1cccc(C(=O)Cn2c(=O)c3c(c(C#N)c(N4CCCC(N)C4)n3CC=C(C)C)n(C)c2=O)c1. The result is 1 (blocker).